From a dataset of HIV replication inhibition screening data with 41,000+ compounds from the AIDS Antiviral Screen. Binary Classification. Given a drug SMILES string, predict its activity (active/inactive) in a high-throughput screening assay against a specified biological target. (1) The drug is Cc1cc2c(C)nn(Cc3ccccc3)c2c(C(N)=O)c1C. The result is 0 (inactive). (2) The drug is Cc1cn2c(n1)Nc1sc3c(c1C2)CCCC3. The result is 0 (inactive). (3) The drug is O=c1cc(O)n2nncc2[nH]1. The result is 0 (inactive).